Dataset: Catalyst prediction with 721,799 reactions and 888 catalyst types from USPTO. Task: Predict which catalyst facilitates the given reaction. (1) Reactant: Cl.[CH3:2][N:3]([CH3:33])[C:4]([C:6]1[N:27]([CH:28]2[CH2:32][CH2:31][CH2:30][CH2:29]2)[C:9]2[N:10]=[C:11]([NH:14][C:15]3[CH:20]=[CH:19][C:18]([N:21]4[CH2:26][CH2:25][NH:24][CH2:23][CH2:22]4)=[CH:17][N:16]=3)[N:12]=[CH:13][C:8]=2[CH:7]=1)=[O:5].[CH3:34][N:35]([CH3:40])[CH2:36][C:37](O)=[O:38].C(N(C(C)C)CC)(C)C.CN(C(ON1N=NC2C=CC=CC1=2)=[N+](C)C)C.[B-](F)(F)(F)F. Product: [CH3:2][N:3]([CH3:33])[C:4]([C:6]1[N:27]([CH:28]2[CH2:32][CH2:31][CH2:30][CH2:29]2)[C:9]2[N:10]=[C:11]([NH:14][C:15]3[CH:20]=[CH:19][C:18]([N:21]4[CH2:22][CH2:23][N:24]([C:37](=[O:38])[CH2:36][N:35]([CH3:40])[CH3:34])[CH2:25][CH2:26]4)=[CH:17][N:16]=3)[N:12]=[CH:13][C:8]=2[CH:7]=1)=[O:5]. The catalyst class is: 121. (2) The catalyst class is: 4. Product: [CH3:20][C:19]1[N:15]([CH2:14][C:13]([N:10]2[CH2:11][CH2:12][CH:7]([C:4]3[S:5][CH:6]=[C:2]([NH:1][C:45]([CH:35]4[C:44]5[C:39](=[CH:40][CH:41]=[CH:42][CH:43]=5)[CH2:38][CH2:37][CH2:36]4)=[O:46])[N:3]=3)[CH2:8][CH2:9]2)=[O:25])[N:16]=[C:17]([C:21]([F:24])([F:23])[F:22])[CH:18]=1. Reactant: [NH2:1][C:2]1[N:3]=[C:4]([CH:7]2[CH2:12][CH2:11][N:10]([C:13](=[O:25])[CH2:14][N:15]3[C:19]([CH3:20])=[CH:18][C:17]([C:21]([F:24])([F:23])[F:22])=[N:16]3)[CH2:9][CH2:8]2)[S:5][CH:6]=1.C(N(C(C)C)CC)(C)C.[CH:35]1([C:45](Cl)=[O:46])[C:44]2[C:39](=[CH:40][CH:41]=[CH:42][CH:43]=2)[CH2:38][CH2:37][CH2:36]1. (3) Reactant: [C:1]([C:3]1[CH:8]=[C:7]([CH3:9])[CH:6]=[CH:5][C:4]=1[NH:10][C:11](=[O:14])OC)#[N:2].[C:15]([NH:18][NH2:19])(=O)[CH3:16]. Product: [CH3:16][C:15]1[N:2]=[C:1]2[N:19]([C:11](=[O:14])[NH:10][C:4]3[CH:5]=[CH:6][C:7]([CH3:9])=[CH:8][C:3]=32)[N:18]=1. The catalyst class is: 60. (4) Reactant: [CH3:1][C:2]1[CH:11]=[C:10]([N:12]2[CH2:17][CH2:16][NH:15][CH2:14][CH2:13]2)[C:9]2[C:4](=[CH:5][CH:6]=[CH:7][CH:8]=2)[N:3]=1.[C:18](Cl)(=[O:23])/[CH:19]=[CH:20]/[CH2:21][CH3:22]. Product: [CH3:1][C:2]1[CH:11]=[C:10]([N:12]2[CH2:17][CH2:16][N:15]([C:18](=[O:23])/[CH:19]=[CH:20]/[CH2:21][CH3:22])[CH2:14][CH2:13]2)[C:9]2[C:4](=[CH:5][CH:6]=[CH:7][CH:8]=2)[N:3]=1. The catalyst class is: 4. (5) Reactant: C([O:8][C:9]1[C:10]2[N:11]([N:16]=[CH:17][C:18]=2[CH2:19]O)[CH:12]=[C:13]([Cl:15])[CH:14]=1)C1C=CC=CC=1.C([SiH](CC)CC)C. Product: [Cl:15][C:13]1[CH:14]=[C:9]([OH:8])[C:10]2[N:11]([N:16]=[CH:17][C:18]=2[CH3:19])[CH:12]=1. The catalyst class is: 67.